From a dataset of Forward reaction prediction with 1.9M reactions from USPTO patents (1976-2016). Predict the product of the given reaction. (1) Given the reactants [CH3:1][C:2]1([CH3:15])[CH:10]2[N:5]([CH2:6][CH:7]([C:11]([OH:13])=O)[CH2:8][CH2:9]2)[C:4](=[O:14])[CH2:3]1.Cl.[Cl:17][C:18]1[C:19]([CH2:24][NH2:25])=[N:20][CH:21]=[CH:22][N:23]=1.C(N(C(C)C)C(C)C)C.CN(C(ON1N=NC2C=CC=NC1=2)=[N+](C)C)C.F[P-](F)(F)(F)(F)F, predict the reaction product. The product is: [Cl:17][C:18]1[C:19]([CH2:24][NH:25][C:11]([CH:7]2[CH2:8][CH2:9][CH:10]3[N:5]([C:4](=[O:14])[CH2:3][C:2]3([CH3:1])[CH3:15])[CH2:6]2)=[O:13])=[N:20][CH:21]=[CH:22][N:23]=1. (2) Given the reactants [C:1]([O:5][C:6]([NH:8][CH2:9][C@H:10]1[CH2:15][CH2:14][C@H:13]([C:16]([NH:18][C@H:19]([C:38](=[O:51])[NH:39][C:40]2[CH:45]=[CH:44][C:43]([C:46]3[N:47]=[N:48][NH:49][N:50]=3)=[CH:42][CH:41]=2)[CH2:20][C:21]2[CH:26]=[CH:25][C:24]([C:27]3[CH:32]=[CH:31][C:30]([CH3:33])=[C:29]([C:34]([O:36]C)=[O:35])[CH:28]=3)=[CH:23][CH:22]=2)=[O:17])[CH2:12][CH2:11]1)=[O:7])([CH3:4])([CH3:3])[CH3:2].[OH-].[Li+].O.Cl, predict the reaction product. The product is: [C:1]([O:5][C:6]([NH:8][CH2:9][C@H:10]1[CH2:15][CH2:14][C@H:13]([C:16]([NH:18][C@H:19]([C:38](=[O:51])[NH:39][C:40]2[CH:45]=[CH:44][C:43]([C:46]3[N:47]=[N:48][NH:49][N:50]=3)=[CH:42][CH:41]=2)[CH2:20][C:21]2[CH:26]=[CH:25][C:24]([C:27]3[CH:32]=[CH:31][C:30]([CH3:33])=[C:29]([C:34]([OH:36])=[O:35])[CH:28]=3)=[CH:23][CH:22]=2)=[O:17])[CH2:12][CH2:11]1)=[O:7])([CH3:4])([CH3:2])[CH3:3]. (3) Given the reactants Cl[C:2]1[N:7]=[C:6]([O:8][CH3:9])[C:5]([N:10]2[CH:14]=[C:13]([CH3:15])[N:12]=[CH:11]2)=[CH:4][CH:3]=1.C1(C)C=CC=CC=1P(C1C=CC=CC=1C)C1C=CC=CC=1C.C([O-])(=O)C.[Na+].[C:43]([O:48][C:49]([CH3:52])([CH3:51])[CH3:50])(=[O:47])[C:44]([CH3:46])=[CH2:45], predict the reaction product. The product is: [CH3:9][O:8][C:6]1[N:7]=[C:2](/[CH:45]=[C:44](\[CH3:46])/[C:43]([O:48][C:49]([CH3:52])([CH3:51])[CH3:50])=[O:47])[CH:3]=[CH:4][C:5]=1[N:10]1[CH:14]=[C:13]([CH3:15])[N:12]=[CH:11]1. (4) Given the reactants [N:1]1([CH2:6][C:7]2[CH:23]=[CH:22][C:10]([CH2:11][N:12]3[CH:20]=[C:19]4[C:14]([N:15]=[CH:16][N:17]=[C:18]4Cl)=[N:13]3)=[CH:9][CH:8]=2)[CH:5]=[CH:4][CH:3]=[N:2]1.[CH3:24][O:25][C:26]1[N:31]=[C:30]([CH3:32])[C:29]([CH2:33][NH2:34])=[C:28]([CH3:35])[CH:27]=1.CCN(C(C)C)C(C)C, predict the reaction product. The product is: [N:1]1([CH2:6][C:7]2[CH:23]=[CH:22][C:10]([CH2:11][N:12]3[CH:20]=[C:19]4[C:14]([N:15]=[CH:16][N:17]=[C:18]4[NH:34][CH2:33][C:29]4[C:30]([CH3:32])=[N:31][C:26]([O:25][CH3:24])=[CH:27][C:28]=4[CH3:35])=[N:13]3)=[CH:9][CH:8]=2)[CH:5]=[CH:4][CH:3]=[N:2]1. (5) Given the reactants [Cl:1][C:2]1[C:3]([OH:13])=[CH:4][CH:5]=[C:6]2[C:11]=1[C:10](=[O:12])[NH:9][CH2:8][CH2:7]2.CS(O[CH:19]([CH3:24])[C:20]([F:23])([F:22])[F:21])(=O)=O.O, predict the reaction product. The product is: [Cl:1][C:2]1[C:3]([O:13][CH:19]([CH3:24])[C:20]([F:23])([F:22])[F:21])=[CH:4][CH:5]=[C:6]2[C:11]=1[C:10](=[O:12])[NH:9][CH2:8][CH2:7]2. (6) Given the reactants [Cl:1][C:2]1[CH:7]=[CH:6][CH:5]=[CH:4][C:3]=1[CH:8]([OH:12])[C:9](O)=O.[CH2:13]([NH:19][C:20](=[S:23])[NH:21][NH2:22])[CH2:14][CH2:15][CH2:16][CH2:17][CH3:18], predict the reaction product. The product is: [Cl:1][C:2]1[CH:7]=[CH:6][CH:5]=[CH:4][C:3]=1[CH:8]([OH:12])[C:9]1[N:19]([CH:13]2[CH2:18][CH2:17][CH2:16][CH2:15][CH2:14]2)[C:20](=[S:23])[NH:21][N:22]=1. (7) Given the reactants [ClH:1].N[C:3]1[C:4]([C:10]#[N:11])=[N:5][C:6]([I:9])=[CH:7][N:8]=1.N([O-])=O.[Na+], predict the reaction product. The product is: [Cl:1][C:3]1[C:4]([C:10]#[N:11])=[N:5][C:6]([I:9])=[CH:7][N:8]=1.